Dataset: Catalyst prediction with 721,799 reactions and 888 catalyst types from USPTO. Task: Predict which catalyst facilitates the given reaction. (1) Product: [CH3:21][O:22][C:23]1[C:24]([CH3:33])=[CH:25][C:26]([C:27]([NH:2][CH:3]([C:4]([O:6][CH2:7][CH3:8])=[O:5])[C:9]([O:11][CH2:12][CH3:13])=[O:10])=[O:28])=[CH:30][C:31]=1[CH3:32]. The catalyst class is: 4. Reactant: Cl.[NH2:2][CH:3]([C:9]([O:11][CH2:12][CH3:13])=[O:10])[C:4]([O:6][CH2:7][CH3:8])=[O:5].C(N(CC)CC)C.[CH3:21][O:22][C:23]1[C:31]([CH3:32])=[CH:30][C:26]([C:27](Cl)=[O:28])=[CH:25][C:24]=1[CH3:33].O. (2) Reactant: [ClH:1].[C:2]([C:5]1[CH:6]=[CH:7][C:8]([O:29]CC2C=CC=CC=2)=[C:9]([CH:28]=1)[CH2:10][NH:11][C:12](=[O:27])[C:13]1[CH:18]=[CH:17][C:16]([C:19]([N:21]2[CH2:25][CH2:24][CH2:23][CH2:22]2)=[O:20])=[C:15]([CH3:26])[CH:14]=1)(=[NH:4])[NH2:3].[H][H]. Product: [ClH:1].[C:2]([C:5]1[CH:6]=[CH:7][C:8]([OH:29])=[C:9]([CH:28]=1)[CH2:10][NH:11][C:12](=[O:27])[C:13]1[CH:18]=[CH:17][C:16]([C:19]([N:21]2[CH2:22][CH2:23][CH2:24][CH2:25]2)=[O:20])=[C:15]([CH3:26])[CH:14]=1)(=[NH:3])[NH2:4]. The catalyst class is: 19.